From a dataset of Forward reaction prediction with 1.9M reactions from USPTO patents (1976-2016). Predict the product of the given reaction. (1) Given the reactants [F:1][C:2]1[CH:7]=[CH:6][CH:5]=[C:4]([F:8])[C:3]=1[N:9]1[C:14]2[N:15]=[C:16](SC)[N:17]=[C:18]([C:19]3[CH:20]=[C:21]([CH:25]=[CH:26][C:27]=3[CH3:28])[C:22]([OH:24])=O)[C:13]=2[CH:12]=[CH:11][C:10]1=[O:31].[CH3:32][CH:33]([NH2:35])[CH3:34].[CH3:36][N:37]([CH3:41])[CH2:38][CH2:39][NH2:40], predict the reaction product. The product is: [F:1][C:2]1[CH:7]=[CH:6][CH:5]=[C:4]([F:8])[C:3]=1[N:9]1[C:14]2[N:15]=[C:16]([NH:40][CH2:39][CH2:38][N:37]([CH3:41])[CH3:36])[N:17]=[C:18]([C:19]3[CH:20]=[C:21]([CH:25]=[CH:26][C:27]=3[CH3:28])[C:22]([NH:35][CH:33]([CH3:34])[CH3:32])=[O:24])[C:13]=2[CH:12]=[CH:11][C:10]1=[O:31]. (2) Given the reactants [F:1][C:2]1[C:3]([C:9]2[N:13]([CH:14]3[CH2:19][CH2:18][O:17][CH2:16][CH2:15]3)[C:12]([CH3:20])=[N:11][CH:10]=2)=[N:4][C:5]([NH2:8])=[N:6][CH:7]=1.Br[C:22]1[CH:23]=[CH:24][C:25]([C:28]([N:30]2[CH2:35][CH2:34][N:33]([CH3:36])[CH2:32][CH2:31]2)=[O:29])=[N:26][CH:27]=1, predict the reaction product. The product is: [F:1][C:2]1[C:3]([C:9]2[N:13]([CH:14]3[CH2:19][CH2:18][O:17][CH2:16][CH2:15]3)[C:12]([CH3:20])=[N:11][CH:10]=2)=[N:4][C:5]([NH:8][C:22]2[CH:27]=[N:26][C:25]([C:28]([N:30]3[CH2:31][CH2:32][N:33]([CH3:36])[CH2:34][CH2:35]3)=[O:29])=[CH:24][CH:23]=2)=[N:6][CH:7]=1. (3) Given the reactants [C:1]([CH:3]([CH:7]1[C:11]([Cl:12])=[C:10](Cl)C(=O)O1)[C:4]([NH2:6])=[O:5])#[N:2].Cl.[NH2:16][CH2:17][C:18]1[CH:19]=[C:20]([NH:24][C:25](=[O:27])[CH3:26])[CH:21]=[CH:22][CH:23]=1.C(N(CC)CC)C, predict the reaction product. The product is: [ClH:12].[C:25]([NH:24][C:20]1[CH:19]=[C:18]([CH:23]=[CH:22][CH:21]=1)[CH2:17][N:16]1[CH:10]=[C:11]([Cl:12])[CH:7]=[C:3]([C:4]([NH2:6])=[O:5])[C:1]1=[NH:2])(=[O:27])[CH3:26].